This data is from Catalyst prediction with 721,799 reactions and 888 catalyst types from USPTO. The task is: Predict which catalyst facilitates the given reaction. (1) Reactant: Cl[C:2]1[C:11]2[C:6](=[CH:7][C:8]([O:12][CH2:13][CH2:14][CH2:15][Cl:16])=[CH:9][CH:10]=2)[N:5]=[CH:4][N:3]=1.[NH2:17][C:18]1[CH:23]=[CH:22][C:21]([CH2:24][CH2:25][NH2:26])=[CH:20][CH:19]=1.C(N(CC)CC)C. Product: [NH2:17][C:18]1[CH:23]=[CH:22][C:21]([CH2:24][CH2:25][NH:26][C:2]2[C:11]3[C:6](=[CH:7][C:8]([O:12][CH2:13][CH2:14][CH2:15][Cl:16])=[CH:9][CH:10]=3)[N:5]=[CH:4][N:3]=2)=[CH:20][CH:19]=1. The catalyst class is: 8. (2) Reactant: CS(Cl)(=O)=O.[CH3:6][O:7][C:8](=[O:20])[C@H:9]([CH2:18]O)[NH:10][C:11]([O:13][C:14]([CH3:17])([CH3:16])[CH3:15])=[O:12].C(N(CC)CC)C.[NH:28]1[CH2:33][CH2:32][O:31][CH2:30][CH2:29]1. Product: [C:14]([O:13][C:11]([NH:10][C@@H:9]([CH2:18][N:28]1[CH2:33][CH2:32][O:31][CH2:30][CH2:29]1)[C:8]([O:7][CH3:6])=[O:20])=[O:12])([CH3:17])([CH3:16])[CH3:15]. The catalyst class is: 4.